Dataset: Full USPTO retrosynthesis dataset with 1.9M reactions from patents (1976-2016). Task: Predict the reactants needed to synthesize the given product. Given the product [Br:1][C:2]1[CH:3]=[C:4]2[C:9](=[CH:10][C:11]=1[O:12][CH3:16])[O:8][C:7](=[O:13])[CH2:6][CH2:5]2, predict the reactants needed to synthesize it. The reactants are: [Br:1][C:2]1[CH:3]=[C:4]2[C:9](=[CH:10][C:11]=1[OH:12])[O:8][C:7](=[O:13])[CH2:6][CH2:5]2.N(C(OCC)=O)=N[C:16](OCC)=O.C1(P(C2C=CC=CC=2)C2C=CC=CC=2)C=CC=CC=1.CO.